This data is from Retrosynthesis with 50K atom-mapped reactions and 10 reaction types from USPTO. The task is: Predict the reactants needed to synthesize the given product. (1) Given the product CCOC(=O)C1(c2ccc(-c3ccc(-c4onc(C)c4[C@H](O)CS(=O)(=O)Cc4ccccc4)cc3)cc2)CC1, predict the reactants needed to synthesize it. The reactants are: CCOC(=O)C1(c2ccc(B3OC(C)(C)C(C)(C)O3)cc2)CC1.Cc1noc(-c2ccc(Br)cc2)c1[C@H](O)CS(=O)(=O)Cc1ccccc1. (2) Given the product CN(Cc1nc(C(=O)O)cn1-c1ccc(Cl)cc1)c1ccc(F)cc1, predict the reactants needed to synthesize it. The reactants are: CCOC(=O)c1cn(-c2ccc(Cl)cc2)c(CN(C)c2ccc(F)cc2)n1. (3) Given the product N#Cc1c(Oc2cc(NC(=O)c3cccc(C4(C#N)CC4)c3Cl)c(F)cc2Cl)ccc2nc(NC(=O)C3CC3)sc12, predict the reactants needed to synthesize it. The reactants are: N#CC1(c2cccc(C(=O)O)c2Cl)CC1.N#Cc1c(Oc2cc(N)c(F)cc2Cl)ccc2nc(NC(=O)C3CC3)sc12. (4) The reactants are: CCCOc1ccc([N+](=O)[O-])c(C(N)=O)c1. Given the product CCCOc1ccc(N)c(C(N)=O)c1, predict the reactants needed to synthesize it. (5) Given the product CC(C)(C)OC(=O)N1CCC(CN2CCN(c3ccc(S(C)(=O)=O)cc3)CC2)CC1, predict the reactants needed to synthesize it. The reactants are: CC(C)(C)OC(=O)N1CCC(C=O)CC1.CS(=O)(=O)c1ccc(N2CCNCC2)cc1. (6) Given the product CCOC(=O)Cn1nc(C(=O)OCC)cc1OCC(C)(C)C, predict the reactants needed to synthesize it. The reactants are: CC(C)(C)CO.CCOC(=O)Cn1nc(C(=O)OCC)cc1O. (7) Given the product Oc1ccc2nc(Nc3ccc(Br)cc3)ncc2c1, predict the reactants needed to synthesize it. The reactants are: COc1ccc2nc(Nc3ccc(Br)cc3)ncc2c1. (8) Given the product C#CCOCc1ccc(COC(=O)C2CC2)cc1, predict the reactants needed to synthesize it. The reactants are: C#CCOCc1ccc(CO)cc1.O=C(O)C1CC1. (9) Given the product CC1(C)Oc2c([N+](=O)[O-])ccc(Cl)c2C1Br, predict the reactants needed to synthesize it. The reactants are: CC1(C)Cc2c(Cl)ccc([N+](=O)[O-])c2O1.O=C1CCC(=O)N1Br.